This data is from Full USPTO retrosynthesis dataset with 1.9M reactions from patents (1976-2016). The task is: Predict the reactants needed to synthesize the given product. Given the product [OH:8][CH2:9][C:10]([NH:13][C:14]([C:16]1[C:24]2[C:19](=[N:20][CH:21]=[C:22]([C:25]3[C:33]4[C:28](=[CH:29][C:30]([CH3:34])=[CH:31][CH:32]=4)[NH:27][N:26]=3)[N:23]=2)[NH:18][CH:17]=1)=[O:15])([CH3:11])[CH3:12], predict the reactants needed to synthesize it. The reactants are: [Si]([O:8][CH2:9][C:10]([NH:13][C:14]([C:16]1[C:24]2[C:19](=[N:20][CH:21]=[C:22]([C:25]3[C:33]4[C:28](=[CH:29][C:30]([CH3:34])=[CH:31][CH:32]=4)[NH:27][N:26]=3)[N:23]=2)[NH:18][CH:17]=1)=[O:15])([CH3:12])[CH3:11])(C(C)(C)C)(C)C.Cl.